The task is: Predict the product of the given reaction.. This data is from Forward reaction prediction with 1.9M reactions from USPTO patents (1976-2016). (1) Given the reactants [CH:1]1([N:4]([CH:33]2[CH2:35][CH2:34]2)[C:5]([C:7]2[N:30]([CH2:31][CH3:32])[C:10]3=[N:11][C:12]([NH:19][C:20]4[S:21][C:22]([C:27]([OH:29])=O)=[C:23]([CH2:25][CH3:26])[N:24]=4)=[C:13]4[N:17]=[CH:16][N:15]([CH3:18])[C:14]4=[C:9]3[CH:8]=2)=[O:6])[CH2:3][CH2:2]1.CN(C(ON1N=NC2C=CC=NC1=2)=[N+](C)C)C.F[P-](F)(F)(F)(F)F.N1C(C)=CC=CC=1C.[NH:68]1[CH2:73][CH2:72][S:71](=[O:75])(=[O:74])[CH2:70][CH2:69]1, predict the reaction product. The product is: [CH:1]1([N:4]([CH:33]2[CH2:35][CH2:34]2)[C:5]([C:7]2[N:30]([CH2:31][CH3:32])[C:10]3=[N:11][C:12]([NH:19][C:20]4[S:21][C:22]([C:27]([N:68]5[CH2:73][CH2:72][S:71](=[O:75])(=[O:74])[CH2:70][CH2:69]5)=[O:29])=[C:23]([CH2:25][CH3:26])[N:24]=4)=[C:13]4[N:17]=[CH:16][N:15]([CH3:18])[C:14]4=[C:9]3[CH:8]=2)=[O:6])[CH2:2][CH2:3]1. (2) The product is: [CH2:17]([N:16]1[CH2:13][CH2:11][CH2:19][C:20]2[NH:21][C:22]3[C:23]([C:28]4[CH:15]=[N:16][CH:17]=[CH:38][CH:39]=4)=[CH:24][CH:25]=[CH:26][C:27]=3[C:28]=2[CH2:15]1)[C:18]1[CH:24]=[CH:23][CH:22]=[CH:27][CH:26]=1. Given the reactants [BH-](O[C:11]([CH3:13])=O)(OC(C)=O)OC(C)=O.[Na+].[CH2:15]1[C:28]2[C:27]3[CH:26]=[CH:25][CH:24]=[CH:23][C:22]=3[NH:21][C:20]=2[CH2:19][CH2:18][CH2:17][NH:16]1.O.C([O-])([O-])=O.[K+].[K+].O.Cl[CH:38](Cl)[CH3:39], predict the reaction product. (3) Given the reactants [O:1]=[C:2]1[CH:6]=[C:5]([C@H:7]2[CH2:12][CH2:11][N:10](C(OC)=O)[C@@H:9]([CH2:17][C:18]3[CH:23]=[CH:22][CH:21]=[CH:20][C:19]=3[C:24]([F:27])([F:26])[F:25])[CH2:8]2)[O:4][NH:3]1.Br, predict the reaction product. The product is: [F:27][C:24]([F:25])([F:26])[C:19]1[CH:20]=[CH:21][CH:22]=[CH:23][C:18]=1[CH2:17][C@H:9]1[CH2:8][C@@H:7]([C:5]2[O:4][NH:3][C:2](=[O:1])[CH:6]=2)[CH2:12][CH2:11][NH:10]1. (4) The product is: [CH:13]1([CH:16]([NH:19][C:2]2[CH:7]=[CH:6][NH:5][C:4](=[O:8])[C:3]=2[N+:9]([O-:11])=[O:10])[CH2:17][CH3:18])[CH2:15][CH2:14]1. Given the reactants Cl[C:2]1[CH:7]=[CH:6][NH:5][C:4](=[O:8])[C:3]=1[N+:9]([O-:11])=[O:10].Cl.[CH:13]1([CH:16]([NH2:19])[CH2:17][CH3:18])[CH2:15][CH2:14]1.C(N(CC)C(C)C)(C)C, predict the reaction product. (5) Given the reactants [C:1]1([CH3:42])[CH:6]=[CH:5][C:4]([N:7]([CH:15]2[CH2:20][CH2:19][N:18]([CH2:21][CH2:22][C:23]3([CH2:29][CH2:30][O:31][C:32]4[CH:41]=[CH:40][CH:39]=[CH:38][C:33]=4[C:34]([O:36]C)=[O:35])[CH2:28][CH2:27][CH2:26][CH2:25][CH2:24]3)[CH2:17][CH2:16]2)[C:8]([C:10]2[O:11][CH:12]=[CH:13][CH:14]=2)=[O:9])=[CH:3][CH:2]=1.[OH-].[Na+].Cl, predict the reaction product. The product is: [C:1]1([CH3:42])[CH:2]=[CH:3][C:4]([N:7]([CH:15]2[CH2:20][CH2:19][N:18]([CH2:21][CH2:22][C:23]3([CH2:29][CH2:30][O:31][C:32]4[CH:41]=[CH:40][CH:39]=[CH:38][C:33]=4[C:34]([OH:36])=[O:35])[CH2:24][CH2:25][CH2:26][CH2:27][CH2:28]3)[CH2:17][CH2:16]2)[C:8]([C:10]2[O:11][CH:12]=[CH:13][CH:14]=2)=[O:9])=[CH:5][CH:6]=1. (6) Given the reactants [CH3:1][O:2][C:3]1[CH:4]=[C:5]([CH:11]=[C:12]([O:16][CH3:17])[C:13]=1[O:14][CH3:15])[CH2:6][NH:7][C:8]([NH2:10])=[O:9].C[O:19][C:20]([CH:22]1[CH2:27][CH2:26][N:25]([CH2:28][CH2:29][C:30]2[C:38]3[C:33](=[CH:34][CH:35]=[CH:36][CH:37]=3)[NH:32][C:31]=2[C:39]2[CH:44]=[CH:43][CH:42]=[CH:41][CH:40]=2)[CH2:24][CH2:23]1)=O.C[O-].[Na+], predict the reaction product. The product is: [C:39]1([C:31]2[NH:32][C:33]3[C:38]([C:30]=2[CH2:29][CH2:28][N:25]2[CH2:24][CH2:23][CH:22]([C:20]([NH:10][C:8]([NH:7][CH2:6][C:5]4[CH:11]=[C:12]([O:16][CH3:17])[C:13]([O:14][CH3:15])=[C:3]([O:2][CH3:1])[CH:4]=4)=[O:9])=[O:19])[CH2:27][CH2:26]2)=[CH:37][CH:36]=[CH:35][CH:34]=3)[CH:40]=[CH:41][CH:42]=[CH:43][CH:44]=1. (7) Given the reactants [CH2:1]([O:3][C:4]([C:6]1[NH:7][N:8]=[C:9]([CH:11]2[CH2:13][CH2:12]2)[CH:10]=1)=[O:5])[CH3:2].[Cl:14]N1C(=O)CCC1=O, predict the reaction product. The product is: [CH2:1]([O:3][C:4]([C:6]1[NH:7][N:8]=[C:9]([CH:11]2[CH2:12][CH2:13]2)[C:10]=1[Cl:14])=[O:5])[CH3:2].